The task is: Predict the product of the given reaction.. This data is from Forward reaction prediction with 1.9M reactions from USPTO patents (1976-2016). (1) Given the reactants [CH3:1][C:2]1([CH3:47])[C:4]2([CH2:7][CH2:6][CH2:5]2)[C@:3]21[CH2:11][C@@H:10]([C:12](=[O:31])[NH:13][C@:14]1([C:19](=[O:30])[NH:20][S:21]([C:24]3([CH2:27][CH2:28][CH3:29])[CH2:26][CH2:25]3)(=[O:23])=[O:22])[CH2:16][C@@H:15]1[CH2:17][CH3:18])[N:9]([C:32]([C@@H:34]([NH:39]C(=O)OC(C)(C)C)[C:35]([CH3:38])([CH3:37])[CH3:36])=[O:33])[CH2:8]2.Cl, predict the reaction product. The product is: [NH2:39][C@@H:34]([C:35]([CH3:37])([CH3:36])[CH3:38])[C:32]([N:9]1[C@H:10]([C:12]([NH:13][C@:14]2([C:19](=[O:30])[NH:20][S:21]([C:24]3([CH2:27][CH2:28][CH3:29])[CH2:26][CH2:25]3)(=[O:23])=[O:22])[CH2:16][C@@H:15]2[CH2:17][CH3:18])=[O:31])[CH2:11][C@:3]2([C:2]([CH3:47])([CH3:1])[C:4]32[CH2:7][CH2:6][CH2:5]3)[CH2:8]1)=[O:33]. (2) The product is: [CH3:19][N:20]1[CH2:25][CH2:24][N:23]([C:2]2[N:7]=[CH:6][C:5]([C:8]([O:10][CH3:11])=[O:9])=[CH:4][N:3]=2)[CH2:22][CH2:21]1. Given the reactants Cl[C:2]1[N:7]=[CH:6][C:5]([C:8]([O:10][CH3:11])=[O:9])=[CH:4][N:3]=1.C(N(CC)CC)C.[CH3:19][N:20]1[CH2:25][CH2:24][NH:23][CH2:22][CH2:21]1, predict the reaction product. (3) Given the reactants [Cl:1][C:2]1[S:6][C:5](B(O)O)=[CH:4][CH:3]=1.Br[C:11]1[CH:16]=[CH:15][C:14]([O:17][CH:18]([CH2:24][CH2:25][C:26]2[CH2:31][CH2:30][CH2:29][CH2:28][CH:27]=2)[C:19]([O:21][CH2:22][CH3:23])=[O:20])=[CH:13][CH:12]=1.C(=O)([O-])[O-].[Na+].[Na+], predict the reaction product. The product is: [Cl:1][C:2]1[S:6][C:5]([C:11]2[CH:16]=[CH:15][C:14]([O:17][CH:18]([CH2:24][CH2:25][C:26]3[CH2:31][CH2:30][CH2:29][CH2:28][CH:27]=3)[C:19]([O:21][CH2:22][CH3:23])=[O:20])=[CH:13][CH:12]=2)=[CH:4][CH:3]=1. (4) Given the reactants [Cl:1][C:2]1[CH:7]=[CH:6][C:5]([C:8]2[C:14]3[C:15]([CH3:19])=[C:16]([CH3:18])[S:17][C:13]=3[N:12]3[C:20]([CH3:23])=[N:21][N:22]=[C:11]3[C@@:10]3([CH2:25][C@H:24]3[C:26](O)=[O:27])[N:9]=2)=[CH:4][CH:3]=1.[CH:29]([N:32](CC)C(C)C)(C)[CH3:30].Cl.C(N)C.C1C=CC2N(O)N=NC=2C=1.CN(C(ON1N=NC2C=CC=NC1=2)=[N+](C)C)C.F[P-](F)(F)(F)(F)F, predict the reaction product. The product is: [Cl:1][C:2]1[CH:7]=[CH:6][C:5]([C:8]2[C:14]3[C:15]([CH3:19])=[C:16]([CH3:18])[S:17][C:13]=3[N:12]3[C:20]([CH3:23])=[N:21][N:22]=[C:11]3[C@@:10]3([CH2:25][C@H:24]3[C:26]([NH:32][CH2:29][CH3:30])=[O:27])[N:9]=2)=[CH:4][CH:3]=1. (5) Given the reactants [Cl:1][C:2]1[N:6]([CH2:7][C:8]2[CH:13]=[CH:12][CH:11]=[C:10]([C:14]([F:17])([F:16])[F:15])[C:9]=2[CH3:18])[C:5]2[CH:19]=[C:20]([N:27]3[CH2:32][CH2:31][O:30][CH2:29][CH2:28]3)[CH:21]=[C:22]([C:23]([O:25]C)=[O:24])[C:4]=2[N:3]=1.[OH-].[Li+], predict the reaction product. The product is: [Cl:1][C:2]1[N:6]([CH2:7][C:8]2[CH:13]=[CH:12][CH:11]=[C:10]([C:14]([F:17])([F:16])[F:15])[C:9]=2[CH3:18])[C:5]2[CH:19]=[C:20]([N:27]3[CH2:28][CH2:29][O:30][CH2:31][CH2:32]3)[CH:21]=[C:22]([C:23]([OH:25])=[O:24])[C:4]=2[N:3]=1. (6) Given the reactants [Cl:1][C:2]1[CH:15]=[C:14]([C:16]([F:19])([F:18])[F:17])[CH:13]=[CH:12][C:3]=1[O:4][CH2:5][C:6]1([CH2:10][OH:11])[CH2:9][O:8][CH2:7]1.O[C:21]1[CH:26]=[CH:25][C:24]([CH:27]([C:33]#[C:34][CH3:35])[CH2:28][C:29]([O:31]C)=[O:30])=[CH:23][CH:22]=1, predict the reaction product. The product is: [Cl:1][C:2]1[CH:15]=[C:14]([C:16]([F:18])([F:17])[F:19])[CH:13]=[CH:12][C:3]=1[O:4][CH2:5][C:6]1([CH2:10][O:11][C:21]2[CH:26]=[CH:25][C:24]([CH:27]([C:33]#[C:34][CH3:35])[CH2:28][C:29]([OH:31])=[O:30])=[CH:23][CH:22]=2)[CH2:7][O:8][CH2:9]1. (7) Given the reactants [C:1]1(=[O:8])[O:7][C:5](=[O:6])[CH2:4][CH2:3][CH2:2]1.[C:9]([N:12]1[CH2:17][CH2:16][NH:15][CH2:14][CH2:13]1)(=[O:11])[CH3:10], predict the reaction product. The product is: [C:9]([N:12]1[CH2:17][CH2:16][N:15]([C:5](=[O:6])[CH2:4][CH2:3][CH2:2][C:1]([OH:7])=[O:8])[CH2:14][CH2:13]1)(=[O:11])[CH3:10]. (8) The product is: [CH2:10]([CH:1]1[O:8][Si:14]([CH2:17][CH3:18])([CH2:15][CH3:16])[C:3]2[CH:4]=[CH:5][CH:6]=[CH:7][C:2]1=2)[CH2:11][CH2:12][CH3:13]. Given the reactants [CH:1](=[O:8])[C:2]1[CH:7]=[CH:6][CH:5]=[CH:4][CH:3]=1.[Li][CH2:10][CH2:11][CH2:12][CH3:13].[SiH:14](Cl)([CH2:17][CH3:18])[CH2:15][CH3:16], predict the reaction product. (9) Given the reactants I[C:2]1[CH:7]=[CH:6][CH:5]=[CH:4][C:3]=1[CH3:8].[CH3:9][Si:10]([C:13]#[CH:14])([CH3:12])[CH3:11].Cl, predict the reaction product. The product is: [CH3:9][Si:10]([CH3:12])([CH3:11])[C:13]#[C:14][C:2]1[CH:7]=[CH:6][CH:5]=[CH:4][C:3]=1[CH3:8].